Dataset: Forward reaction prediction with 1.9M reactions from USPTO patents (1976-2016). Task: Predict the product of the given reaction. (1) Given the reactants CC[N:3]([CH2:6][CH3:7])[CH2:4]C.S(Cl)(C1C=CC(C)=CC=1)(=O)=O.[NH4+:19].[OH-:20].[C:21](Cl)([C:23]1[CH:28]=[CH:27][CH:26]=[CH:25][CH:24]=1)=[O:22].C[C:31]#[N:32], predict the reaction product. The product is: [C:21]([NH:19][C:31]1[CH:7]=[CH:6][NH:3][C:4](=[O:20])[N:32]=1)(=[O:22])[C:23]1[CH:28]=[CH:27][CH:26]=[CH:25][CH:24]=1. (2) Given the reactants [C:1]1([C:7]2[CH:12]=[CH:11][CH:10]=[CH:9][CH:8]=2)[CH:6]=[CH:5][CH:4]=[CH:3][CH:2]=1.[Cl-].[Al+3].[Cl-].[Cl-].[F:17][C:18]1[CH:26]=[CH:25][C:21]([C:22](Cl)=[O:23])=[CH:20][CH:19]=1.Cl, predict the reaction product. The product is: [F:17][C:18]1[CH:26]=[CH:25][C:21]([C:22]([C:4]2[CH:5]=[CH:6][C:1]([C:7]3[CH:8]=[CH:9][CH:10]=[CH:11][CH:12]=3)=[CH:2][CH:3]=2)=[O:23])=[CH:20][CH:19]=1.